The task is: Predict the product of the given reaction.. This data is from Forward reaction prediction with 1.9M reactions from USPTO patents (1976-2016). (1) Given the reactants [F:1][CH2:2][CH2:3][NH:4][C:5]1[CH:12]=[CH:11][C:8]([C:9]#[N:10])=[C:7]([C:13]([F:16])([F:15])[F:14])[CH:6]=1.FCCN(CCF)C1C=CC(C#N)=C(C(F)(F)F)C=1.C([O-])([O-])=O.[Cs+].[Cs+].Br[CH2:43][C:44]([O:46][CH3:47])=[O:45], predict the reaction product. The product is: [C:9]([C:8]1[CH:11]=[CH:12][C:5]([N:4]([CH2:3][CH2:2][F:1])[CH2:43][C:44]([O:46][CH3:47])=[O:45])=[CH:6][C:7]=1[C:13]([F:14])([F:15])[F:16])#[N:10]. (2) Given the reactants OS(O)(=O)=O.[O:6]1[CH2:18][CH2:17][CH2:16][CH2:15][CH2:14][CH2:13][CH2:12][CH2:11][CH2:10][CH2:9][CH2:8][C:7]1=[O:19].[CH3:20][OH:21], predict the reaction product. The product is: [CH3:20][O:21][C:18](=[O:6])[CH2:17][CH2:16][CH2:15][CH2:14][CH2:13][CH2:12][CH2:11][CH2:10][CH2:9][CH2:8][CH2:7][OH:19].